Dataset: Reaction yield outcomes from USPTO patents with 853,638 reactions. Task: Predict the reaction yield, written as a fraction of the theoretical maximum amount of product (1.0 means a 100% yield; for example, 0.34 means a 34% yield). (1) The reactants are [F:1][C:2]1[CH:7]=[C:6]([F:8])[CH:5]=[CH:4][C:3]=1[NH:9][C:10](=[O:55])[NH:11][C:12]1[CH:53]=[CH:52][C:15]([O:16][C:17]2[CH:22]=[CH:21][N:20]=[C:19]3[CH:23]=[C:24]([C:26]4[N:27]([CH3:51])[C:28]([CH2:31][N:32]([CH2:47][CH2:48][O:49][CH3:50])[C:33](=[O:46])[C@@H:34]([NH:38]C(=O)OC(C)(C)C)[CH:35]([CH3:37])[CH3:36])=[CH:29][N:30]=4)[S:25][C:18]=23)=[C:14]([F:54])[CH:13]=1.Cl.O1CCOCC1. The yield is 0.890. The product is [NH2:38][C@@H:34]([CH:35]([CH3:37])[CH3:36])[C:33]([N:32]([CH2:31][C:28]1[N:27]([CH3:51])[C:26]([C:24]2[S:25][C:18]3[C:19](=[N:20][CH:21]=[CH:22][C:17]=3[O:16][C:15]3[CH:52]=[CH:53][C:12]([NH:11][C:10]([NH:9][C:3]4[CH:4]=[CH:5][C:6]([F:8])=[CH:7][C:2]=4[F:1])=[O:55])=[CH:13][C:14]=3[F:54])[CH:23]=2)=[N:30][CH:29]=1)[CH2:47][CH2:48][O:49][CH3:50])=[O:46]. The catalyst is C(Cl)Cl.O.C([O-])(O)=O.[Na+]. (2) The reactants are [C:1]1(P(C2C=CC=CC=2)C2C=CC=CC=2)C=CC=CC=1.N([C:22]([O:24][CH:25](C)[CH3:27])=[O:23])=N[C:22]([O:24][CH:25]([CH3:27])C)=[O:23].[OH:34][C:35]1[CH:45]=[N:44][CH:43]=[CH:42][C:36]=1[C:37]([O:39][CH2:40][CH3:41])=[O:38]. The catalyst is C1COCC1. The product is [CH2:25]([O:24][C:22](=[O:23])[CH2:1][O:34][C:35]1[CH:45]=[N:44][CH:43]=[CH:42][C:36]=1[C:37]([O:39][CH2:40][CH3:41])=[O:38])[CH3:27]. The yield is 0.610. (3) The reactants are [O:1]1[CH2:6][CH2:5][CH2:4][CH2:3][CH:2]1[N:7]1[C:15]2[C:10](=[CH:11][C:12]([C:16]3[N:20]=[CH:19][N:18]([C:21]([C:34]4[CH:39]=[CH:38][CH:37]=[CH:36][CH:35]=4)([C:28]4[CH:33]=[CH:32][CH:31]=[CH:30][CH:29]=4)[C:22]4[CH:27]=[CH:26][CH:25]=[CH:24][CH:23]=4)[N:17]=3)=[CH:13][CH:14]=2)[C:9]([C:40]2[CH:41]=[C:42]([CH:47]=[CH:48][CH:49]=2)[C:43]([O:45]C)=O)=[N:8]1.O.[OH-].[Li+].[CH3:53][C@H:54]([NH2:61])[C:55]1[CH:60]=[CH:59][CH:58]=[CH:57][CH:56]=1.O.ON1C2C=CC=CC=2N=N1.Cl.CN(C)CCCN=C=NCC. The catalyst is O1CCCC1.O1CCCC1.O. The product is [C:55]1([C@@H:54]([NH:61][C:43]([C:42]2[CH:47]=[CH:48][CH:49]=[C:40]([C:9]3[C:10]4[C:15](=[CH:14][CH:13]=[C:12]([C:16]5[N:20]=[CH:19][N:18]([C:21]([C:22]6[CH:23]=[CH:24][CH:25]=[CH:26][CH:27]=6)([C:28]6[CH:33]=[CH:32][CH:31]=[CH:30][CH:29]=6)[C:34]6[CH:39]=[CH:38][CH:37]=[CH:36][CH:35]=6)[N:17]=5)[CH:11]=4)[N:7]([CH:2]4[CH2:3][CH2:4][CH2:5][CH2:6][O:1]4)[N:8]=3)[CH:41]=2)=[O:45])[CH3:53])[CH:60]=[CH:59][CH:58]=[CH:57][CH:56]=1. The yield is 0.810. (4) The reactants are [C:1]([NH:8][C@H:9]([C:11]([OH:13])=[O:12])[CH3:10])([O:3][C:4]([CH3:7])([CH3:6])[CH3:5])=[O:2].C(N=C=NC(C)C)(C)C.[CH3:23][CH2:24][C@@H:25]([C@H:27]([N:58]([C:60]([C@@H:62]([NH:66][C:67]([C@@H:69]([N:73]([CH3:75])[CH3:74])[CH:70]([CH3:72])[CH3:71])=[O:68])[CH:63]([CH3:65])[CH3:64])=[O:61])[CH3:59])[C@H:28]([O:56][CH3:57])[CH2:29][C:30]([N:32]1[C@H:36]([C@H:37]([O:54][CH3:55])[C@H:38]([C:40]([NH:42][C@H:43]([C:51]([OH:53])=[O:52])[CH2:44][C:45]2[CH:50]=[CH:49][CH:48]=[CH:47][CH:46]=2)=[O:41])[CH3:39])[CH2:35][CH2:34][CH2:33]1)=[O:31])[CH3:26].[OH:76][CH2:77][CH2:78][CH2:79][NH-:80]. The catalyst is CN(C1C=CN=CC=1)C.ClCCl. The product is [CH3:23][CH2:24][C@@H:25]([C@H:27]([N:58]([C:60]([C@@H:62]([NH:66][C:67]([C@@H:69]([N:73]([CH3:75])[CH3:74])[CH:70]([CH3:72])[CH3:71])=[O:68])[CH:63]([CH3:65])[CH3:64])=[O:61])[CH3:59])[C@H:28]([O:56][CH3:57])[CH2:29][C:30]([N:32]1[C@H:36]([C@H:37]([O:54][CH3:55])[C@H:38]([C:40]([NH:42][C@H:43]([C:51]([OH:53])=[O:52])[CH2:44][C:45]2[CH:50]=[CH:49][CH:48]=[CH:47][CH:46]=2)=[O:41])[CH3:39])[CH2:35][CH2:34][CH2:33]1)=[O:31])[CH3:26].[C:1]([NH:8][C@H:9]([C:11]([OH:13])=[O:12])[CH3:10])([O:3][C:4]([CH3:7])([CH3:5])[CH3:6])=[O:2].[OH:76][CH2:77][CH2:78][CH2:79][NH-:80]. The yield is 0.750.